This data is from Catalyst prediction with 721,799 reactions and 888 catalyst types from USPTO. The task is: Predict which catalyst facilitates the given reaction. (1) Reactant: Cl[C:2]1[C:11]2[C:6](=[CH:7][CH:8]=[CH:9][CH:10]=2)[N:5]=[C:4]([CH3:12])[CH:3]=1.C(=O)([O-])[O-].[K+].[K+].[NH:19]1[C:23]2=[N:24][CH:25]=[CH:26][CH:27]=[C:22]2[C:21]([C:28]([O:30][CH3:31])=[O:29])=[CH:20]1.O. Product: [CH3:12][C:4]1[CH:3]=[C:2]([N:19]2[C:23]3=[N:24][CH:25]=[CH:26][CH:27]=[C:22]3[C:21]([C:28]([O:30][CH3:31])=[O:29])=[CH:20]2)[C:11]2[C:6](=[CH:7][CH:8]=[CH:9][CH:10]=2)[N:5]=1. The catalyst class is: 16. (2) The catalyst class is: 2. Reactant: [CH3:1][O:2][C:3]1[CH:4]=[C:5]2[C:10](=[CH:11][C:12]=1[O:13][CH3:14])[N:9]=[CH:8][CH:7]=[C:6]2[O:15][C:16]1[CH:22]=[CH:21][C:19]([NH2:20])=[C:18]([CH3:23])[C:17]=1[CH3:24].[C:25]1(C)C=CC=CC=1.C(N(CC)CC)C.ClC(Cl)(O[C:43](=[O:49])[O:44][C:45](Cl)(Cl)Cl)Cl.[F:51][C:52]([F:64])([F:63])[O:53][C:54]1[CH:62]=[CH:61][C:57](C(O)C)=[CH:56][CH:55]=1. Product: [CH3:1][O:2][C:3]1[CH:4]=[C:5]2[C:10](=[CH:11][C:12]=1[O:13][CH3:14])[N:9]=[CH:8][CH:7]=[C:6]2[O:15][C:16]1[CH:22]=[CH:21][C:19]([NH:20][C:43](=[O:49])[O:44][CH:45]([C:61]2[CH:57]=[CH:56][CH:55]=[C:54]([O:53][C:52]([F:51])([F:63])[F:64])[CH:62]=2)[CH3:25])=[C:18]([CH3:23])[C:17]=1[CH3:24].